This data is from Forward reaction prediction with 1.9M reactions from USPTO patents (1976-2016). The task is: Predict the product of the given reaction. (1) Given the reactants [C:1]1([C:7]2[CH:12]=[CH:11][N:10]=[CH:9][CH:8]=2)[CH:6]=[CH:5][CH:4]=[CH:3][CH:2]=1.[CH2:13]1[CH2:19][S:16](=[O:18])(=[O:17])[O:15][CH2:14]1.[BH4-].[Na+].O, predict the reaction product. The product is: [C:1]1([C:7]2[CH2:12][CH2:11][N:10]([CH2:14][CH2:13][CH2:19][S:16]([OH:18])(=[O:17])=[O:15])[CH2:9][CH:8]=2)[CH:2]=[CH:3][CH:4]=[CH:5][CH:6]=1. (2) Given the reactants [CH:1]1[C:10]2[C:5](=[CH:6][CH:7]=[CH:8][CH:9]=2)[CH:4]=[CH:3][C:2]=1[OH:11].[OH-].[Na+].[CH2:14](Br)[CH2:15][CH2:16][CH3:17].O, predict the reaction product. The product is: [CH2:14]([O:11][C:2]1[CH:3]=[CH:4][C:5]2[C:10](=[CH:9][CH:8]=[CH:7][CH:6]=2)[CH:1]=1)[CH2:15][CH2:16][CH3:17]. (3) Given the reactants N[OH:2].[F:3][C:4]1[CH:9]=[C:8]([I:10])[CH:7]=[CH:6][C:5]=1[NH:11][C:12]1[S:16][C:15]2[C:17](=[O:23])[CH2:18][C:19]([CH3:22])([CH3:21])[CH2:20][C:14]=2[C:13]=1[C:24]#[N:25], predict the reaction product. The product is: [F:3][C:4]1[CH:9]=[C:8]([I:10])[CH:7]=[CH:6][C:5]=1[NH:11][C:12]1[S:16][C:15]2[C:17](=[O:23])[CH2:18][C:19]([CH3:21])([CH3:22])[CH2:20][C:14]=2[C:13]=1[C:24]([NH2:25])=[O:2]. (4) Given the reactants C(OC([N:8]1[CH2:13][CH2:12][N:11]([C:14]2[C:15]3[CH:22]([CH3:23])[CH2:21][NH:20][C:16]=3[N:17]=[CH:18][N:19]=2)[CH2:10][CH2:9]1)=O)(C)(C)C.[C:24]([OH:30])([C:26]([F:29])([F:28])[F:27])=[O:25], predict the reaction product. The product is: [CH3:23][CH:22]1[C:15]2[C:14]([N:11]3[CH2:10][CH2:9][NH:8][CH2:13][CH2:12]3)=[N:19][CH:18]=[N:17][C:16]=2[NH:20][CH2:21]1.[C:24]([OH:30])([C:26]([F:29])([F:28])[F:27])=[O:25]. (5) Given the reactants Br[C:2]1[CH:16]=[CH:15][C:5]([O:6][C:7]2[CH:12]=[CH:11][CH:10]=[C:9]([C:13]#[N:14])[N:8]=2)=[CH:4][CH:3]=1.C1(P(C2C=CC=CC=2)C2C3OC4C(=CC=CC=4P(C4C=CC=CC=4)C4C=CC=CC=4)C(C)(C)C=3C=CC=2)C=CC=CC=1.C(=O)([O-])[O-].[Cs+].[Cs+].[NH2:65][C:66]1[CH:67]=[CH:68][C:69]2[O:74][CH2:73][C:72](=[O:75])[N:71]([CH2:76][C:77]3[CH:82]=[CH:81][C:80]([Cl:83])=[CH:79][CH:78]=3)[C:70]=2[CH:84]=1.C(O)(=O)CC(CC(O)=O)(C(O)=O)O, predict the reaction product. The product is: [Cl:83][C:80]1[CH:81]=[CH:82][C:77]([CH2:76][N:71]2[C:70]3[CH:84]=[C:66]([NH:65][C:2]4[CH:16]=[CH:15][C:5]([O:6][C:7]5[CH:12]=[CH:11][CH:10]=[C:9]([C:13]#[N:14])[N:8]=5)=[CH:4][CH:3]=4)[CH:67]=[CH:68][C:69]=3[O:74][CH2:73][C:72]2=[O:75])=[CH:78][CH:79]=1. (6) Given the reactants C([O:3][C:4](=[O:41])[CH2:5][N:6]([S:33]([N:36]([CH:38]([CH3:40])[CH3:39])[CH3:37])(=[O:35])=[O:34])[CH2:7][C:8]1[CH:13]=[CH:12][CH:11]=[C:10]([O:14][CH2:15][CH2:16][C:17]2[N:18]=[C:19]([C:23]3[CH:28]=[CH:27][C:26]([C:29]([F:32])([F:31])[F:30])=[CH:25][CH:24]=3)[O:20][C:21]=2[CH3:22])[CH:9]=1)C.O.[OH-].[Li+], predict the reaction product. The product is: [CH:38]([N:36]([S:33]([N:6]([CH2:5][C:4]([OH:41])=[O:3])[CH2:7][C:8]1[CH:13]=[CH:12][CH:11]=[C:10]([O:14][CH2:15][CH2:16][C:17]2[N:18]=[C:19]([C:23]3[CH:24]=[CH:25][C:26]([C:29]([F:30])([F:31])[F:32])=[CH:27][CH:28]=3)[O:20][C:21]=2[CH3:22])[CH:9]=1)(=[O:34])=[O:35])[CH3:37])([CH3:40])[CH3:39].